Dataset: Forward reaction prediction with 1.9M reactions from USPTO patents (1976-2016). Task: Predict the product of the given reaction. Given the reactants [CH:1]([N:4]1[C:8]2[CH:9]=[CH:10][CH:11]=[CH:12][C:7]=2[NH:6][S:5]1(=[O:14])=[O:13])([CH3:3])[CH3:2].[Cl:15][CH2:16][CH2:17][C@@H:18]([C:20]1[CH:25]=[C:24]([F:26])[CH:23]=[C:22]([Cl:27])[CH:21]=1)O.C1(P(C2C=CC=CC=2)C2C=CC=CC=2)C=CC=CC=1.N(C(OC(C)C)=O)=NC(OC(C)C)=O, predict the reaction product. The product is: [Cl:15][CH2:16][CH2:17][C@@H:18]([N:6]1[C:7]2[CH:12]=[CH:11][CH:10]=[CH:9][C:8]=2[N:4]([CH:1]([CH3:3])[CH3:2])[S:5]1(=[O:13])=[O:14])[C:20]1[CH:25]=[C:24]([F:26])[CH:23]=[C:22]([Cl:27])[CH:21]=1.